From a dataset of Catalyst prediction with 721,799 reactions and 888 catalyst types from USPTO. Predict which catalyst facilitates the given reaction. (1) Reactant: [Br:1][C:2]1[C:3]([C:12]2[O:13][CH:14]=[CH:15][CH:16]=2)=[N:4][C:5]([NH2:11])=[N:6][C:7]=1S(C)=O.[CH3:17][O:18][CH2:19][CH2:20][NH2:21]. Product: [Br:1][C:2]1[C:7]([NH:21][CH2:20][CH2:19][O:18][CH3:17])=[N:6][C:5]([NH2:11])=[N:4][C:3]=1[C:12]1[O:13][CH:14]=[CH:15][CH:16]=1. The catalyst class is: 12. (2) Reactant: [CH3:1][C:2]1([CH3:13])[CH2:11][CH2:10][CH:9]([OH:12])[C:8]2[N:7]=[CH:6][CH:5]=[CH:4][C:3]1=2. Product: [CH3:1][C:2]1([CH3:13])[CH2:11][CH2:10][C:9](=[O:12])[C:8]2[N:7]=[CH:6][CH:5]=[CH:4][C:3]1=2. The catalyst class is: 742. (3) Reactant: II.ClC1C=CC(/C=[CH:11]/[C:12]2[N:13]=[C:14]3[S:22][CH:21]=[CH:20][N:15]3[C:16](=[O:19])[C:17]=2[I:18])=CC=1. Product: [I:18][C:17]1[C:16](=[O:19])[N:15]2[CH:20]=[CH:21][S:22][C:14]2=[N:13][C:12]=1[CH3:11]. The catalyst class is: 10. (4) The catalyst class is: 5. Product: [F:1][C:2]1[CH:3]=[C:4]([N:8]2[C@@:12]3([CH2:17][CH2:16][NH:15][C@@H:14]([CH3:28])[CH2:13]3)[C:11]([NH:29][CH3:30])=[N:10][C:9]2=[O:31])[CH:5]=[CH:6][CH:7]=1. Reactant: [F:1][C:2]1[CH:3]=[C:4]([N:8]2[C@@:12]3([CH2:17][CH2:16][N:15](C(OCC4C=CC=CC=4)=O)[C@@H:14]([CH3:28])[CH2:13]3)[C:11]([NH:29][CH3:30])=[N:10][C:9]2=[O:31])[CH:5]=[CH:6][CH:7]=1. (5) Reactant: [CH2:1]([C:4]1[C:9]([N+:10]([O-:12])=[O:11])=[CH:8][CH:7]=[CH:6][C:5]=1[OH:13])[CH:2]=[CH2:3].ClC1C=CC=C(C(OO)=[O:22])C=1. Product: [N+:10]([C:9]1[C:4]2[CH2:1][CH:2]([CH2:3][OH:22])[O:13][C:5]=2[CH:6]=[CH:7][CH:8]=1)([O-:12])=[O:11]. The catalyst class is: 22.